Dataset: Full USPTO retrosynthesis dataset with 1.9M reactions from patents (1976-2016). Task: Predict the reactants needed to synthesize the given product. (1) Given the product [CH3:38][N:39]1[CH2:44][CH2:43][N:42]([C:26]([C:25]2[CH:24]=[CH:23][C:22]([C:19]3[CH:20]=[N:21][C:16]([O:15][CH2:14][CH:11]4[CH2:10][CH2:9][N:8]([C:6]([O:5][C:1]([CH3:3])([CH3:4])[CH3:2])=[O:7])[CH2:13][CH2:12]4)=[N:17][CH:18]=3)=[CH:30][CH:29]=2)=[O:27])[CH2:41][CH2:40]1, predict the reactants needed to synthesize it. The reactants are: [C:1]([O:5][C:6]([N:8]1[CH2:13][CH2:12][CH:11]([CH2:14][O:15][C:16]2[N:21]=[CH:20][C:19]([C:22]3[CH:30]=[CH:29][C:25]([C:26](O)=[O:27])=[CH:24][CH:23]=3)=[CH:18][N:17]=2)[CH2:10][CH2:9]1)=[O:7])([CH3:4])([CH3:3])[CH3:2].CCN(CC)CC.[CH3:38][N:39]1[CH2:44][CH2:43][NH:42][CH2:41][CH2:40]1.CN(C(ON1N=NC2C=CC=CC1=2)=[N+](C)C)C.[B-](F)(F)(F)F. (2) Given the product [CH2:1]([O:5][C:6]1[N:14]=[C:13]2[C:9]([N:10]=[CH:11][N:12]2[CH2:15][C:16]2[CH:17]=[N:18][C:19]([O:27][CH2:26][CH2:25][CH2:24][OH:28])=[CH:20][CH:21]=2)=[C:8]([NH2:23])[N:7]=1)[CH2:2][CH2:3][CH3:4], predict the reactants needed to synthesize it. The reactants are: [CH2:1]([O:5][C:6]1[N:14]=[C:13]2[C:9]([N:10]=[CH:11][N:12]2[CH2:15][C:16]2[CH:17]=[N:18][C:19](Cl)=[CH:20][CH:21]=2)=[C:8]([NH2:23])[N:7]=1)[CH2:2][CH2:3][CH3:4].[CH2:24]([OH:28])[CH2:25][CH2:26][OH:27]. (3) Given the product [Cl:17][C:18]1[N:23]=[CH:22][C:21]([S:24]([N:6]2[CH2:7][CH2:8][CH:3]([N:2]([CH3:9])[CH3:1])[CH2:4][CH2:5]2)(=[O:26])=[O:25])=[CH:20][CH:19]=1, predict the reactants needed to synthesize it. The reactants are: [CH3:1][N:2]([CH3:9])[CH:3]1[CH2:8][CH2:7][NH:6][CH2:5][CH2:4]1.C(N(CC)CC)C.[Cl:17][C:18]1[N:23]=[CH:22][C:21]([S:24](Cl)(=[O:26])=[O:25])=[CH:20][CH:19]=1.CO.C(Cl)Cl. (4) The reactants are: [CH3:1][C:2]1([CH3:37])[CH2:11][CH2:10][C:9]([CH3:13])([CH3:12])[C:8]2[CH:7]=[C:6]([Se:14][C:15]#[C:16][C:17]3[CH:26]=[CH:25][C:20]([C:21]([O:23]C)=[O:22])=[CH:19][CH:18]=3)[CH:5]=[C:4]([O:27][CH2:28][C:29]3[CH:34]=[CH:33][C:32]([F:35])=[CH:31][C:30]=3[F:36])[C:3]1=2.[OH-].[Na+]. Given the product [CH3:1][C:2]1([CH3:37])[CH2:11][CH2:10][C:9]([CH3:12])([CH3:13])[C:8]2[CH:7]=[C:6]([Se:14][C:15]#[C:16][C:17]3[CH:26]=[CH:25][C:20]([C:21]([OH:23])=[O:22])=[CH:19][CH:18]=3)[CH:5]=[C:4]([O:27][CH2:28][C:29]3[CH:34]=[CH:33][C:32]([F:35])=[CH:31][C:30]=3[F:36])[C:3]1=2, predict the reactants needed to synthesize it. (5) Given the product [S:33]1[C:34]2[CH:40]=[CH:39][CH:38]=[CH:37][C:35]=2[N:36]=[C:32]1[C:31]1[C:22]([O:21][C@H:19]2[CH2:18][N:15]3[C:16](=[O:17])[C@@H:2]([NH:1][C:67]([C:68]4[CH:74]=[C:73]([CH3:72])[O:75][N:69]=4)=[O:95])[CH2:3][CH2:4][CH2:5][CH2:6][CH2:7][C:8]([F:52])([F:53])[CH2:9][C@@H:10]4[CH2:42][C@@:11]4([C:43](=[O:44])[NH:45][S:46]([CH:49]4[CH2:51][CH2:50]4)(=[O:48])=[O:47])[NH:12][C:13](=[O:41])[C@@H:14]3[CH2:20]2)=[N:23][C:24]2[C:29]([N:30]=1)=[CH:28][CH:27]=[CH:26][CH:25]=2, predict the reactants needed to synthesize it. The reactants are: [NH2:1][C@@H:2]1[C:16](=[O:17])[N:15]2[CH2:18][C@H:19]([O:21][C:22]3[C:31]([C:32]4[S:33][C:34]5[CH:40]=[CH:39][CH:38]=[CH:37][C:35]=5[N:36]=4)=[N:30][C:29]4[C:24](=[CH:25][CH:26]=[CH:27][CH:28]=4)[N:23]=3)[CH2:20][C@H:14]2[C:13](=[O:41])[NH:12][C@:11]2([C:43]([NH:45][S:46]([CH:49]3[CH2:51][CH2:50]3)(=[O:48])=[O:47])=[O:44])[CH2:42][C@H:10]2[CH2:9][C:8]([F:53])([F:52])[CH2:7][CH2:6][CH2:5][CH2:4][CH2:3]1.Cl.N[C@@H]1C(=O)[N:69]2[CH2:72][C@H:73]([O:75]C3C(C4SC5C=CC=CC=5N=4)=NC4C(=CC=CC=4)N=3)[CH2:74][C@H:68]2[C:67](=[O:95])N[C@]2(C(NS(C3CC3)(=O)=O)=O)C[C@H]2CC(F)(F)CCCCC1.C(N(C(C)C)CC)(C)C.CC1ON=C(C(O)=O)C=1.CN(C(ON1N=NC2C=CC=NC1=2)=[N+](C)C)C.F[P-](F)(F)(F)(F)F.Cl. (6) Given the product [Cl:1][C:2]1[C:7]([C:8]2[CH:9]=[CH:10][CH:11]=[CH:12][CH:13]=2)=[N:6][N:5]=[C:4]2[N:14]([CH2:23][CH:31]([OH:30])[CH3:32])[N:15]=[C:16]([C:17]3[CH:18]=[CH:19][CH:20]=[CH:21][CH:22]=3)[C:3]=12, predict the reactants needed to synthesize it. The reactants are: [Cl:1][C:2]1[C:7]([C:8]2[CH:13]=[CH:12][CH:11]=[CH:10][CH:9]=2)=[N:6][N:5]=[C:4]2[NH:14][N:15]=[C:16]([C:17]3[CH:22]=[CH:21][CH:20]=[CH:19][CH:18]=3)[C:3]=12.[C:23](=O)([O-])[O-].[Cs+].[Cs+].C[O:30][CH2:31][CH2:32]Br. (7) Given the product [N:1]1([C:7]2[N:12]=[C:11]([N:13]3[CH:14]4[CH2:20][CH2:19][CH:18]3[CH2:17][O:16][CH2:15]4)[N:10]=[C:9]([C:21]3[CH:27]=[CH:26][C:24]([NH:25][C:39]([NH:47][C:48]4[CH:53]=[CH:52][N:51]=[CH:50][CH:49]=4)=[O:45])=[CH:23][CH:22]=3)[N:8]=2)[CH2:2][CH2:3][O:4][CH2:5][CH2:6]1, predict the reactants needed to synthesize it. The reactants are: [N:1]1([C:7]2[N:12]=[C:11]([N:13]3[CH:18]4[CH2:19][CH2:20][CH:14]3[CH2:15][O:16][CH2:17]4)[N:10]=[C:9]([C:21]3[CH:27]=[CH:26][C:24]([NH2:25])=[CH:23][CH:22]=3)[N:8]=2)[CH2:6][CH2:5][O:4][CH2:3][CH2:2]1.CCN(CC)CC.ClC(Cl)(O[C:39](=[O:45])OC(Cl)(Cl)Cl)Cl.[NH2:47][C:48]1[CH:53]=[CH:52][N:51]=[CH:50][CH:49]=1.